Predict the reaction yield, written as a fraction of the theoretical maximum amount of product (1.0 means a 100% yield; for example, 0.34 means a 34% yield). From a dataset of Reaction yield outcomes from USPTO patents with 853,638 reactions. The reactants are [CH2:1]([O:3][C:4]([C:6]1[C:10]([N+:11]([O-])=O)=[CH:9][NH:8][N:7]=1)=[O:5])[CH3:2]. The catalyst is CCO.[Pd]. The product is [CH2:1]([O:3][C:4]([C:6]1[C:10]([NH2:11])=[CH:9][NH:8][N:7]=1)=[O:5])[CH3:2]. The yield is 0.980.